From a dataset of Experimentally validated miRNA-target interactions with 360,000+ pairs, plus equal number of negative samples. Binary Classification. Given a miRNA mature sequence and a target amino acid sequence, predict their likelihood of interaction. Result: 0 (no interaction). The miRNA is mmu-miR-1187 with sequence UAUGUGUGUGUGUAUGUGUGUAA. The protein sequence of the target gene is MAVTFEDVTIIFTWEEWKFLDSSQKRLYREVMWENYTNVMSVENWNESYKSQEEKFRYLEYENFSYWQGWWNAGAQMYENQNYGETVQGTDSKDLTQQDRSQCQEWLILSTQVPGYGNYELTFESKSLRNLKYKNFMPWQSLETKTTQDYGREIYMSGSHGFQGGRYRLGISRKNLSMEKEQKLIVQHSYIPVEEALPQYVGVICQEDLLRDSMEEKYCGCNKCKGIYYWNSRCVFHKRNQPGENLCQCSICKACFSQRSDLYRHPRNHIGKKLYGCDEVDGNFHQSSGVHFHQRVHIGE....